Dataset: Cav3 T-type calcium channel HTS with 100,875 compounds. Task: Binary Classification. Given a drug SMILES string, predict its activity (active/inactive) in a high-throughput screening assay against a specified biological target. (1) The drug is O(c1c(C(=O)NCCCCCC(O)=O)cccc1)CC. The result is 0 (inactive). (2) The compound is Fc1c(C(=O)N(Cc2occc2)c2cc(OC)c(OC)cc2)cccc1. The result is 0 (inactive). (3) The drug is S1c2c(N(CCC(OCc3c(onc3C)C)=O)c3c1cccc3)cccc2. The result is 0 (inactive). (4) The molecule is O1CCN(CC1)c1nc2c(cc1/C=C1/N=C(OC1=O)c1ccccc1)cccc2C. The result is 1 (active). (5) The molecule is s1c(N2CCC(CC2)C)nnc1NC(=O)Cn1c2c(oc1=O)cccc2. The result is 0 (inactive). (6) The compound is n12nc(NCc3ccccc3)nc2nc(cc1C)C. The result is 0 (inactive).